From a dataset of Full USPTO retrosynthesis dataset with 1.9M reactions from patents (1976-2016). Predict the reactants needed to synthesize the given product. (1) Given the product [F:14][C:15]([F:24])([C:19]([F:21])([F:20])[C:18]1[N:13]=[C:10]([C:7]2[CH:6]=[CH:5][C:4]([N+:1]([O-:3])=[O:2])=[CH:9][CH:8]=2)[NH:11][N:12]=1)[C:16]([OH:23])=[O:17], predict the reactants needed to synthesize it. The reactants are: [N+:1]([C:4]1[CH:9]=[CH:8][C:7]([C:10](=[NH:13])[NH:11][NH2:12])=[CH:6][CH:5]=1)([O-:3])=[O:2].[F:14][C:15]1([F:24])[C:19]([F:21])([F:20])[C:18](=O)[O:17][C:16]1=[O:23].C(#N)C. (2) Given the product [C:2]([N:5]1[CH2:10][CH2:9][CH:8]([NH:11][C:20]([NH:19][C:16]2[CH:17]=[CH:18][C:13]([F:12])=[CH:14][CH:15]=2)=[O:21])[CH2:7][CH2:6]1)(=[O:4])[CH3:3], predict the reactants needed to synthesize it. The reactants are: Cl.[C:2]([N:5]1[CH2:10][CH2:9][CH:8]([NH2:11])[CH2:7][CH2:6]1)(=[O:4])[CH3:3].[F:12][C:13]1[CH:18]=[CH:17][C:16]([N:19]=[C:20]=[O:21])=[CH:15][CH:14]=1.C(N(C(C)C)CC)(C)C. (3) Given the product [CH2:1]([O:3][C:4](=[O:8])[CH2:5][O:6][NH:7][C:9](=[O:14])[CH2:10][CH2:11][C:12]#[CH:13])[CH3:2], predict the reactants needed to synthesize it. The reactants are: [CH2:1]([O:3][C:4](=[O:8])[CH2:5][O:6][NH2:7])[CH3:2].[C:9](O)(=[O:14])[CH2:10][CH2:11][C:12]#[CH:13].C1(N=C=NC2CCCCC2)CCCCC1. (4) Given the product [CH3:13][O:12][C:5]1[CH:6]=[C:7]([CH:10]=[CH:11][C:4]=1[N+:1]([O-:3])=[O:2])[CH2:8][N:37]1[C:33](=[O:43])[C:34]2[C:35](=[CH:39][CH:40]=[CH:41][CH:42]=2)[C:36]1=[O:38], predict the reactants needed to synthesize it. The reactants are: [N+:1]([C:4]1[CH:11]=[CH:10][C:7]([CH2:8]O)=[CH:6][C:5]=1[O:12][CH3:13])([O-:3])=[O:2].C1(P(C2C=CC=CC=2)C2C=CC=CC=2)C=CC=CC=1.[C:33]1(=[O:43])[NH:37][C:36](=[O:38])[C:35]2=[CH:39][CH:40]=[CH:41][CH:42]=[C:34]12. (5) Given the product [CH3:21][O:25][C:39](=[O:40])[CH2:38][CH2:37][CH2:36][CH2:20][CH2:19][NH:16][C:10](=[O:12])[CH2:9][C:6]1[CH:5]=[CH:4][C:3]([N:2]([CH3:1])[CH3:13])=[CH:8][CH:7]=1, predict the reactants needed to synthesize it. The reactants are: [CH3:1][N:2]([CH3:13])[C:3]1[CH:8]=[CH:7][C:6]([CH2:9][C:10]([OH:12])=O)=[CH:5][CH:4]=1.C([N:16]([CH2:19][CH3:20])CC)C.[CH2:21]([O:25]C(Cl)=O)C(C)C.C1(/C=[C:36](\C)/[CH:37]=[CH:38]/[C:39](Cl)=[O:40])C=CC=CC=1. (6) Given the product [NH2:36][C:24]1[N:25]=[C:26]([NH2:27])[C:21]2[CH:20]=[CH:19][N:18]([C@@H:11]3[O:12][C@:13]([C:16]#[CH:17])([CH2:14][OH:15])[C@@H:9]([OH:8])[CH2:10]3)[C:22]=2[N:23]=1, predict the reactants needed to synthesize it. The reactants are: [Si]([O:8][C@@H:9]1[C@@:13]([C:16]#[CH:17])([CH2:14][OH:15])[O:12][C@@H:11]([N:18]2[C:22]3[N:23]=[C:24]([NH:36]C(=O)C4C=CC=CC=4)[N:25]=[C:26]([NH:27]C(=O)C4C=CC=CC=4)[C:21]=3[CH:20]=[CH:19]2)[CH2:10]1)(C(C)(C)C)(C)C.O(C)[Na].CCCC[N+](CCCC)(CCCC)CCCC.[F-]. (7) Given the product [Cl:32][C:33]1[CH:38]=[C:37]([OH:39])[CH:36]=[C:35]([O:40][CH2:50][CH2:49][C:46]2[CH:47]=[CH:48][C:43]([C:41]#[N:42])=[CH:44][CH:45]=2)[CH:34]=1, predict the reactants needed to synthesize it. The reactants are: C1(P(C2C=CC=CC=2)C2C=CC=CC=2)C=CC=CC=1.CCOC(/N=N/C(OCC)=O)=O.[Cl:32][C:33]1[CH:38]=[C:37]([OH:39])[CH:36]=[C:35]([OH:40])[CH:34]=1.[C:41]([C:43]1[CH:48]=[CH:47][C:46]([CH2:49][CH2:50]O)=[CH:45][CH:44]=1)#[N:42]. (8) Given the product [OH:14][CH2:13][CH2:12][CH2:11][C:4]1[C:3]([CH:6]=[O:7])=[C:2]([CH:8]=[O:9])[S:1][CH:5]=1, predict the reactants needed to synthesize it. The reactants are: [S:1]1[CH:5]=[CH:4][C:3]([CH:6]=[O:7])=[C:2]1[CH:8]=[O:9].Br[CH2:11][CH2:12][CH2:13][O:14][CH:13]1[CH2:12][CH2:11]CC[O:14]1.BrCCCCC=C. (9) Given the product [OH:2][C:3]1[CH:4]=[CH:5][C:6]([C:9]2([C:16]3[CH:17]=[CH:18][C:19]([OH:22])=[CH:20][CH:21]=3)[CH2:11][CH:10]2[CH2:12][CH2:13][CH2:14][CH3:15])=[CH:7][CH:8]=1, predict the reactants needed to synthesize it. The reactants are: C[O:2][C:3]1[CH:8]=[CH:7][C:6]([C:9]2([C:16]3[CH:21]=[CH:20][C:19]([O:22]C)=[CH:18][CH:17]=3)[CH2:11][CH:10]2[CH2:12][CH2:13][CH2:14][CH3:15])=[CH:5][CH:4]=1.B(Br)(Br)Br. (10) The reactants are: C([O:8][CH:9]1[CH2:14][CH2:13][CH2:12][CH:11]([O:15][C:16]2[C:21]([F:22])=[CH:20][C:19]([C:23]3[CH:28]=[CH:27][C:26]([S:29]([CH3:32])(=[O:31])=[O:30])=[CH:25][CH:24]=3)=[CH:18][C:17]=2[F:33])[CH2:10]1)C1C=CC=CC=1. Given the product [F:33][C:17]1[CH:18]=[C:19]([C:23]2[CH:28]=[CH:27][C:26]([S:29]([CH3:32])(=[O:31])=[O:30])=[CH:25][CH:24]=2)[CH:20]=[C:21]([F:22])[C:16]=1[O:15][CH:11]1[CH2:12][CH2:13][CH2:14][CH:9]([OH:8])[CH2:10]1, predict the reactants needed to synthesize it.